The task is: Regression/Classification. Given a drug SMILES string, predict its absorption, distribution, metabolism, or excretion properties. Task type varies by dataset: regression for continuous measurements (e.g., permeability, clearance, half-life) or binary classification for categorical outcomes (e.g., BBB penetration, CYP inhibition). Dataset: cyp2c9_veith.. This data is from CYP2C9 inhibition data for predicting drug metabolism from PubChem BioAssay. The result is 1 (inhibitor). The molecule is CN(C(=O)Cc1ccc(Cl)c(Cl)c1)[C@H](CN1CCCC1)c1ccccc1.